Predict the reactants needed to synthesize the given product. From a dataset of Full USPTO retrosynthesis dataset with 1.9M reactions from patents (1976-2016). (1) The reactants are: [Cl:1][C:2]1[CH:3]=[C:4]([C:9]2[CH:14]=[CH:13][C:12](/[CH:15]=[CH:16]/[CH2:17][O:18][C:19]3[CH:24]=[CH:23][C:22]([CH2:25][C@H:26]([O:32][CH2:33][CH3:34])[C:27]([O:29]CC)=[O:28])=[CH:21][CH:20]=3)=[CH:11][CH:10]=2)[CH:5]=[C:6]([Cl:8])[CH:7]=1.[OH-].[Na+]. Given the product [Cl:1][C:2]1[CH:3]=[C:4]([C:9]2[CH:10]=[CH:11][C:12](/[CH:15]=[CH:16]/[CH2:17][O:18][C:19]3[CH:24]=[CH:23][C:22]([CH2:25][C@H:26]([O:32][CH2:33][CH3:34])[C:27]([OH:29])=[O:28])=[CH:21][CH:20]=3)=[CH:13][CH:14]=2)[CH:5]=[C:6]([Cl:8])[CH:7]=1, predict the reactants needed to synthesize it. (2) Given the product [F:25][C:23]1[CH:24]=[C:19]([CH2:18][CH:17]([CH3:28])[C:16]([OH:29])=[O:15])[CH:20]=[C:21]([F:27])[C:22]=1[O:26][CH2:2][C:3]1[C:4]([S:9][CH2:10][CH2:11][CH3:12])=[N:5][CH:6]=[CH:7][CH:8]=1, predict the reactants needed to synthesize it. The reactants are: Cl[CH2:2][C:3]1[C:4]([S:9][CH2:10][CH2:11][CH3:12])=[N:5][CH:6]=[CH:7][CH:8]=1.C([O:15][C:16](=[O:29])[CH:17]([CH3:28])[CH2:18][C:19]1[CH:24]=[C:23]([F:25])[C:22]([OH:26])=[C:21]([F:27])[CH:20]=1)C. (3) Given the product [NH2:16][C:12]1[C:13]([CH3:15])=[CH:14][C:9]([O:8][C:5]2[N:4]=[C:3]([N:20]([CH2:22][CH3:23])[CH3:21])[C:2]([Cl:1])=[CH:7][N:6]=2)=[C:10]([CH3:19])[CH:11]=1, predict the reactants needed to synthesize it. The reactants are: [Cl:1][C:2]1[C:3]([N:20]([CH2:22][CH3:23])[CH3:21])=[N:4][C:5]([O:8][C:9]2[CH:14]=[C:13]([CH3:15])[C:12]([N+:16]([O-])=O)=[CH:11][C:10]=2[CH3:19])=[N:6][CH:7]=1.CO. (4) Given the product [Br:1][C:2]1[CH:3]=[CH:4][C:5]([CH2:8][O:9][CH3:10])=[N:6][CH:7]=1, predict the reactants needed to synthesize it. The reactants are: [Br:1][C:2]1[CH:3]=[CH:4][C:5]([CH2:8][OH:9])=[N:6][CH:7]=1.[CH3:10]I.[H-].[Na+]. (5) The reactants are: [CH2:1]([C:3]1[C:12]2[C:7](=[CH:8][C:9]([O:15][CH3:16])=[C:10]([O:13][CH3:14])[CH:11]=2)[CH:6]=[C:5]([OH:17])[N:4]=1)[CH3:2].[ClH:18].[CH2:19]([NH:26][C:27]1[C:36]([CH2:37][Cl:38])=[CH:35][C:34]2[C:29](=[CH:30][CH:31]=[C:32]([O:39][CH3:40])[CH:33]=2)[N:28]=1)[C:20]1[CH:25]=[CH:24][CH:23]=[CH:22][CH:21]=1.[Li+].[OH-]. Given the product [ClH:38].[ClH:18].[CH2:19]([NH:26][C:27]1[C:36]([CH2:37][C:6]2[C:7]3[C:12](=[CH:11][C:10]([O:13][CH3:14])=[C:9]([O:15][CH3:16])[CH:8]=3)[C:3]([CH2:1][CH3:2])=[N:4][C:5]=2[OH:17])=[CH:35][C:34]2[C:29](=[CH:30][CH:31]=[C:32]([O:39][CH3:40])[CH:33]=2)[N:28]=1)[C:20]1[CH:21]=[CH:22][CH:23]=[CH:24][CH:25]=1, predict the reactants needed to synthesize it. (6) Given the product [CH2:20]([C:2]1[CH:10]=[C:9]2[C:5]([CH:6]=[CH:7][N:8]2[C:11]([O:13][C:14]([CH3:17])([CH3:16])[CH3:15])=[O:12])=[CH:4][C:3]=1[F:18])[CH3:21], predict the reactants needed to synthesize it. The reactants are: Br[C:2]1[CH:10]=[C:9]2[C:5]([CH:6]=[CH:7][N:8]2[C:11]([O:13][C:14]([CH3:17])([CH3:16])[CH3:15])=[O:12])=[CH:4][C:3]=1[F:18].[Zn](CC)[CH2:20][CH3:21].CCCCCCC.C(=O)(O)[O-].[Na+].